This data is from NCI-60 drug combinations with 297,098 pairs across 59 cell lines. The task is: Regression. Given two drug SMILES strings and cell line genomic features, predict the synergy score measuring deviation from expected non-interaction effect. (1) Drug 1: CC1C(C(CC(O1)OC2CC(CC3=C2C(=C4C(=C3O)C(=O)C5=C(C4=O)C(=CC=C5)OC)O)(C(=O)C)O)N)O.Cl. Drug 2: CC1=C(C(=CC=C1)Cl)NC(=O)C2=CN=C(S2)NC3=CC(=NC(=N3)C)N4CCN(CC4)CCO. Cell line: OVCAR-4. Synergy scores: CSS=9.62, Synergy_ZIP=-4.41, Synergy_Bliss=3.95, Synergy_Loewe=2.64, Synergy_HSA=4.61. (2) Drug 1: C1CCC(C(C1)N)N.C(=O)(C(=O)[O-])[O-].[Pt+4]. Drug 2: CC(C)CN1C=NC2=C1C3=CC=CC=C3N=C2N. Cell line: HOP-62. Synergy scores: CSS=21.0, Synergy_ZIP=-1.64, Synergy_Bliss=1.62, Synergy_Loewe=1.55, Synergy_HSA=1.66. (3) Drug 1: CC12CCC(CC1=CCC3C2CCC4(C3CC=C4C5=CN=CC=C5)C)O. Drug 2: C1=NC2=C(N1)C(=S)N=CN2. Cell line: 786-0. Synergy scores: CSS=3.24, Synergy_ZIP=-14.9, Synergy_Bliss=-26.4, Synergy_Loewe=-43.6, Synergy_HSA=-27.1. (4) Drug 1: CC(C1=C(C=CC(=C1Cl)F)Cl)OC2=C(N=CC(=C2)C3=CN(N=C3)C4CCNCC4)N. Drug 2: CC12CCC(CC1=CCC3C2CCC4(C3CC=C4C5=CN=CC=C5)C)O. Cell line: PC-3. Synergy scores: CSS=8.26, Synergy_ZIP=-1.15, Synergy_Bliss=2.80, Synergy_Loewe=-0.140, Synergy_HSA=2.98. (5) Drug 1: CC1C(C(CC(O1)OC2CC(CC3=C2C(=C4C(=C3O)C(=O)C5=C(C4=O)C(=CC=C5)OC)O)(C(=O)CO)O)N)O.Cl. Drug 2: CCC1=CC2CC(C3=C(CN(C2)C1)C4=CC=CC=C4N3)(C5=C(C=C6C(=C5)C78CCN9C7C(C=CC9)(C(C(C8N6C)(C(=O)OC)O)OC(=O)C)CC)OC)C(=O)OC.C(C(C(=O)O)O)(C(=O)O)O. Cell line: SW-620. Synergy scores: CSS=38.2, Synergy_ZIP=1.80, Synergy_Bliss=1.09, Synergy_Loewe=-6.61, Synergy_HSA=0.726. (6) Drug 1: CC1=C(C(=CC=C1)Cl)NC(=O)C2=CN=C(S2)NC3=CC(=NC(=N3)C)N4CCN(CC4)CCO. Drug 2: C(CC(=O)O)C(=O)CN.Cl. Cell line: MCF7. Synergy scores: CSS=2.78, Synergy_ZIP=-1.20, Synergy_Bliss=1.32, Synergy_Loewe=-0.834, Synergy_HSA=-0.509. (7) Drug 1: CC1=C2C(C(=O)C3(C(CC4C(C3C(C(C2(C)C)(CC1OC(=O)C(C(C5=CC=CC=C5)NC(=O)C6=CC=CC=C6)O)O)OC(=O)C7=CC=CC=C7)(CO4)OC(=O)C)O)C)OC(=O)C. Drug 2: CN1C=C(C=N1)C2=C3N=C(C(=C(N3N=C2)N)Br)C4CCCNC4. Cell line: HT29. Synergy scores: CSS=60.9, Synergy_ZIP=-1.30, Synergy_Bliss=-2.18, Synergy_Loewe=-0.660, Synergy_HSA=2.18.